From a dataset of Forward reaction prediction with 1.9M reactions from USPTO patents (1976-2016). Predict the product of the given reaction. (1) Given the reactants [CH3:1][C:2]1[CH:7]=[C:6](B(O)O)[CH:5]=[CH:4][N:3]=1.Br[C:12]1[CH:13]=[C:14]([NH:19][C:20](=[O:37])[C@@H:21]([NH:29][C:30](=[O:36])[O:31][C:32]([CH3:35])([CH3:34])[CH3:33])[CH2:22][C:23]2[CH:28]=[CH:27][CH:26]=[CH:25][CH:24]=2)[CH:15]=[C:16]([Cl:18])[CH:17]=1.[F-].[Cs+].COCCOC, predict the reaction product. The product is: [Cl:18][C:16]1[CH:15]=[C:14]([NH:19][C:20](=[O:37])[C@@H:21]([NH:29][C:30](=[O:36])[O:31][C:32]([CH3:33])([CH3:35])[CH3:34])[CH2:22][C:23]2[CH:28]=[CH:27][CH:26]=[CH:25][CH:24]=2)[CH:13]=[C:12]([C:6]2[CH:5]=[CH:4][N:3]=[C:2]([CH3:1])[CH:7]=2)[CH:17]=1. (2) Given the reactants [CH:1]1([CH2:4][N:5]([CH:30]2[CH2:35][CH2:34][CH2:33][O:32][CH2:31]2)[C:6]2[C:7]([O:28][CH3:29])=[N:8][N:9]3[C:13]([C:14]4[C:19]([O:20][CH3:21])=[CH:18][C:17]([CH2:22][O:23][CH2:24][CH3:25])=[CH:16][C:15]=4[O:26][CH3:27])=[CH:12][S:11][C:10]=23)[CH2:3][CH2:2]1.C(O)C.[S:39](=[O:43])(=[O:42])([OH:41])[OH:40], predict the reaction product. The product is: [S:39]([OH:43])([OH:42])(=[O:41])=[O:40].[CH:1]1([CH2:4][N:5]([CH:30]2[CH2:35][CH2:34][CH2:33][O:32][CH2:31]2)[C:6]2[C:7]([O:28][CH3:29])=[N:8][N:9]3[C:13]([C:14]4[C:15]([O:26][CH3:27])=[CH:16][C:17]([CH2:22][O:23][CH2:24][CH3:25])=[CH:18][C:19]=4[O:20][CH3:21])=[CH:12][S:11][C:10]=23)[CH2:2][CH2:3]1.